From a dataset of Forward reaction prediction with 1.9M reactions from USPTO patents (1976-2016). Predict the product of the given reaction. (1) The product is: [C:1]([C:5]1[CH:9]=[C:8]([NH:10][C:19](=[O:20])[O:21][C:22]2[CH:27]=[CH:26][CH:25]=[CH:24][CH:23]=2)[N:7]([C:11]2[C:12]([CH3:17])=[N:13][CH:14]=[CH:15][CH:16]=2)[N:6]=1)([CH3:4])([CH3:3])[CH3:2]. Given the reactants [C:1]([C:5]1[CH:9]=[C:8]([NH2:10])[N:7]([C:11]2[C:12]([CH3:17])=[N:13][CH:14]=[CH:15][CH:16]=2)[N:6]=1)([CH3:4])([CH3:3])[CH3:2].Cl[C:19]([O:21][C:22]1[CH:27]=[CH:26][CH:25]=[CH:24][CH:23]=1)=[O:20], predict the reaction product. (2) Given the reactants [CH:1]([NH2:4])([CH3:3])[CH3:2].[Cl:5][C:6]1[N:7]=[C:8]([C:13]([NH:15][CH:16]2[CH2:21][CH2:20][N:19]([C:22]([O:24][C:25]([CH3:28])([CH3:27])[CH3:26])=[O:23])[CH2:18][C:17]2=O)=[O:14])[NH:9][C:10]=1[CH2:11][CH3:12].C([BH3-])#N.[Na+].C(O)(=O)C, predict the reaction product. The product is: [Cl:5][C:6]1[N:7]=[C:8]([C:13]([NH:15][C@@H:16]2[CH2:21][CH2:20][N:19]([C:22]([O:24][C:25]([CH3:28])([CH3:27])[CH3:26])=[O:23])[CH2:18][C@H:17]2[NH:4][CH:1]([CH3:3])[CH3:2])=[O:14])[NH:9][C:10]=1[CH2:11][CH3:12].